Dataset: Forward reaction prediction with 1.9M reactions from USPTO patents (1976-2016). Task: Predict the product of the given reaction. (1) Given the reactants Cl.[NH2:2][CH2:3][C:4]1[CH:12]=[CH:11][CH:10]=[C:9]2[C:5]=1[CH2:6][N:7]([CH:14]1[CH2:19][CH2:18][C:17](=[O:20])[NH:16][C:15]1=[O:21])[C:8]2=[O:13].C(N(CC)CC)C.[C:29]1([N:35]=[C:36]=[O:37])[CH:34]=[CH:33][CH:32]=[CH:31][CH:30]=1, predict the reaction product. The product is: [O:21]=[C:15]1[CH:14]([N:7]2[CH2:6][C:5]3[C:9](=[CH:10][CH:11]=[CH:12][C:4]=3[CH2:3][NH:2][C:36]([NH:35][C:29]3[CH:34]=[CH:33][CH:32]=[CH:31][CH:30]=3)=[O:37])[C:8]2=[O:13])[CH2:19][CH2:18][C:17](=[O:20])[NH:16]1. (2) The product is: [CH3:18][O:17][C:15]([C:14]1[N:1]=[C:2]2[CH:7]=[CH:6][C:5]([Br:8])=[CH:4][N:3]2[C:23](=[O:24])[C:13]=1[OH:12])=[O:16]. Given the reactants [NH2:1][C:2]1[CH:7]=[CH:6][C:5]([Br:8])=[CH:4][N:3]=1.C([O:12]/[C:13](/[C:23](OC)=[O:24])=[C:14](/OC(=O)C)\[C:15]([O:17][CH3:18])=[O:16])(=O)C, predict the reaction product. (3) Given the reactants [O:1]=[C:2]1[N:6]2[CH2:7][CH2:8][N:9](C(OC(C)(C)C)=O)[CH2:10][C:5]2([CH2:18][C:19]2[CH:24]=[CH:23][CH:22]=[CH:21][CH:20]=2)[CH2:4][O:3]1.FC(F)(F)C(O)=O, predict the reaction product. The product is: [C:19]1([CH2:18][C:5]23[CH2:4][O:3][C:2](=[O:1])[N:6]2[CH2:7][CH2:8][NH:9][CH2:10]3)[CH:20]=[CH:21][CH:22]=[CH:23][CH:24]=1. (4) Given the reactants [C:1](Cl)(=[O:6])[CH2:2][CH2:3][CH2:4][CH3:5].[C:8]12([C:18]([NH:20][NH2:21])=[O:19])[CH2:17][CH:12]3[CH2:13][CH:14]([CH2:16][CH:10]([CH2:11]3)[CH2:9]1)[CH2:15]2.C(N(CC)CC)C.C([O-])(O)=O.[Na+], predict the reaction product. The product is: [C:1]([NH:21][NH:20][C:18]([C:8]12[CH2:17][CH:12]3[CH2:11][CH:10]([CH2:16][CH:14]([CH2:13]3)[CH2:15]1)[CH2:9]2)=[O:19])(=[O:6])[CH2:2][CH2:3][CH2:4][CH3:5].